Dataset: Forward reaction prediction with 1.9M reactions from USPTO patents (1976-2016). Task: Predict the product of the given reaction. (1) Given the reactants [C:1]1([CH2:11][NH:12][C:13]([NH:15][C:16]2[CH:24]=[CH:23][CH:22]=[C:21]3[C:17]=2[CH:18]=[N:19][N:20]3C(OC)=O)=[O:14])[C:10]2[C:5](=[CH:6][CH:7]=[CH:8][CH:9]=2)[CH:4]=[CH:3][CH:2]=1.[OH-].[Na+], predict the reaction product. The product is: [NH:20]1[C:21]2[C:17](=[C:16]([NH:15][C:13]([NH:12][CH2:11][C:1]3[C:10]4[C:5](=[CH:6][CH:7]=[CH:8][CH:9]=4)[CH:4]=[CH:3][CH:2]=3)=[O:14])[CH:24]=[CH:23][CH:22]=2)[CH:18]=[N:19]1. (2) Given the reactants [Li]CCCC.Br[C:7]1[N:8]([CH2:14][O:15][CH2:16][CH2:17][Si:18]([CH3:21])([CH3:20])[CH3:19])[C:9](Cl)=[C:10]([Cl:12])[N:11]=1.C[Si](Cl)(C)C.CN([CH:30]=[O:31])C.[NH4+].[Cl-].CC(CC)=C.[O-:39]Cl=O.[Na+], predict the reaction product. The product is: [Cl:12][C:10]1[N:11]=[CH:7][N:8]([CH2:14][O:15][CH2:16][CH2:17][Si:18]([CH3:21])([CH3:20])[CH3:19])[C:9]=1[C:30]([OH:31])=[O:39].